Dataset: Full USPTO retrosynthesis dataset with 1.9M reactions from patents (1976-2016). Task: Predict the reactants needed to synthesize the given product. (1) Given the product [CH3:1][O:2][C:3]([C:5]1[S:9][CH:8]=[N:7][C:6]=1[NH:10][NH2:11])=[O:4], predict the reactants needed to synthesize it. The reactants are: [CH3:1][O:2][C:3]([C:5]1[S:9][CH:8]=[N:7][C:6]=1[NH2:10])=[O:4].[N:11]([O-])=O.[Na+]. (2) Given the product [OH:62][CH:59]1[CH2:60][CH2:61][N:56]([CH2:55][CH2:54][N:14]2[CH2:19][CH2:18][CH:17]([NH:20][C:21]([C:23]3[NH:24][C:25]4[C:30]([CH:31]=3)=[C:29]([O:32][CH2:33][C:34]3[C:38]5[CH:39]=[C:40]([Cl:43])[CH:41]=[CH:42][C:37]=5[O:36][CH:35]=3)[CH:28]=[CH:27][CH:26]=4)=[O:22])[CH2:16][CH2:15]2)[CH2:57][CH2:58]1, predict the reactants needed to synthesize it. The reactants are: Cl.Cl.[C@H]1(C[N:14]2[CH2:19][CH2:18][CH:17]([NH:20][C:21]([C:23]3[NH:24][C:25]4[C:30]([CH:31]=3)=[C:29]([O:32][CH2:33][C:34]3[C:38]5[CH:39]=[C:40]([Cl:43])[CH:41]=[CH:42][C:37]=5[O:36][CH:35]=3)[CH:28]=[CH:27][CH:26]=4)=[O:22])[CH2:16][CH2:15]2)[C@@H]2N(CCCC2)CCC1.Cl.Cl.Cl.NC1CCN([CH2:54][CH2:55][N:56]2[CH2:61][CH2:60][CH:59]([OH:62])[CH2:58][CH2:57]2)CC1. (3) Given the product [CH2:14]([O:13][CH:10]1[CH2:11][CH2:12][C:7]2([O:6][CH2:5][CH2:4][O:3]2)[CH2:8][CH2:9]1)[C:15]1[CH:20]=[CH:19][CH:18]=[CH:17][CH:16]=1, predict the reactants needed to synthesize it. The reactants are: [H-].[Na+].[O:3]1[C:7]2([CH2:12][CH2:11][CH:10]([OH:13])[CH2:9][CH2:8]2)[O:6][CH2:5][CH2:4]1.[CH2:14](Br)[C:15]1[CH:20]=[CH:19][CH:18]=[CH:17][CH:16]=1. (4) Given the product [CH:14]([C:16]1[CH:21]=[CH:20][C:19]([O:22][C:5]2[CH:6]=[CH:7][C:8]([N+:10]([O-:12])=[O:11])=[CH:9][C:4]=2[N+:1]([O-:3])=[O:2])=[CH:18][CH:17]=1)=[CH2:15], predict the reactants needed to synthesize it. The reactants are: [N+:1]([C:4]1[CH:9]=[C:8]([N+:10]([O-:12])=[O:11])[CH:7]=[CH:6][C:5]=1F)([O-:3])=[O:2].[CH:14]([C:16]1[CH:21]=[CH:20][C:19]([OH:22])=[CH:18][CH:17]=1)=[CH2:15].C([O-])([O-])=O.[K+].[K+].O. (5) Given the product [OH:39][C:40]12[CH2:49][CH:44]3[CH2:45][CH:46]([CH2:48][C:42]([OH:50])([CH2:43]3)[CH2:41]1)[CH2:47]2.[C:29]12([C:42]([OH:50])=[O:52])[CH2:38][CH:33]3[CH2:34][CH:35]([CH2:37][C:31]([C:1]([OH:6])=[O:5])([CH2:32]3)[CH2:30]1)[CH2:36]2, predict the reactants needed to synthesize it. The reactants are: [C:1]([O:6]C(C12CC3CC(CC(C(OC(=O)C(C)=C)(C)C)(C3)C1)C2)(C)C)(=[O:5])C(C)=C.[CH:29]12[CH2:38][CH:33]3[CH2:34][CH:35]([CH2:37][CH:31]([CH2:32]3)[CH2:30]1)[CH2:36]2.[OH:39][C:40]12[CH2:49][CH:44]3[CH2:45][CH:46]([CH2:48][C:42]([OH:50])([CH2:43]3)[CH2:41]1)[CH2:47]2.S(=O)(=O)(O)[OH:52]. (6) The reactants are: [C:1]([O:5][C:6]([N:8]1[CH2:12][C@H:11]([F:13])[CH2:10][C@H:9]1[C:14]([OH:16])=[O:15])=[O:7])([CH3:4])([CH3:3])[CH3:2].Br[CH2:18][C:19]([C:21]1[CH:26]=[CH:25][CH:24]=[C:23]([Cl:27])[CH:22]=1)=[O:20].C(N(C(C)C)CC)(C)C. Given the product [F:13][C@H:11]1[CH2:12][N:8]([C:6]([O:5][C:1]([CH3:4])([CH3:2])[CH3:3])=[O:7])[C@H:9]([C:14]([O:16][CH2:18][C:19]([C:21]2[CH:26]=[CH:25][CH:24]=[C:23]([Cl:27])[CH:22]=2)=[O:20])=[O:15])[CH2:10]1, predict the reactants needed to synthesize it. (7) Given the product [CH2:20]([O:1][C:2]1[CH:3]=[C:4]([CH:9]=[C:10]([O:12][CH2:31][CH2:30][CH2:29][CH2:28][CH2:27][CH2:26][CH2:25][CH2:24][CH2:23][CH2:22][CH2:21][CH3:20])[CH:11]=1)[C:5]([O:7][CH3:8])=[O:6])[CH2:21][CH2:22][CH2:23][CH2:24][CH2:25][CH2:26][CH2:27][CH2:28][CH2:29][CH2:30][CH3:31], predict the reactants needed to synthesize it. The reactants are: [OH:1][C:2]1[CH:3]=[C:4]([CH:9]=[C:10]([OH:12])[CH:11]=1)[C:5]([O:7][CH3:8])=[O:6].C([O-])([O-])=O.[K+].[K+].Br[CH2:20][CH2:21][CH2:22][CH2:23][CH2:24][CH2:25][CH2:26][CH2:27][CH2:28][CH2:29][CH2:30][CH3:31].Cl.